The task is: Predict which catalyst facilitates the given reaction.. This data is from Catalyst prediction with 721,799 reactions and 888 catalyst types from USPTO. (1) Reactant: [CH:1]([N:4]1[C:12]2[CH:11]=[C:10]([C:13]3[CH:14]=[N:15][CH:16]=[CH:17][CH:18]=3)[CH:9]=[C:8]([C:19]([OH:21])=O)[C:7]=2[C:6]([CH3:22])=[N:5]1)([CH3:3])[CH3:2].CCN=C=NCCCN(C)C.Cl.C1C=CC2N(O)N=NC=2C=1.CCN(C(C)C)C(C)C.[NH2:54][CH2:55][C:56]1[C:57](=[O:64])[NH:58][C:59]([CH3:63])=[CH:60][C:61]=1[CH3:62]. Product: [CH3:62][C:61]1[CH:60]=[C:59]([CH3:63])[NH:58][C:57](=[O:64])[C:56]=1[CH2:55][NH:54][C:19]([C:8]1[C:7]2[C:6]([CH3:22])=[N:5][N:4]([CH:1]([CH3:2])[CH3:3])[C:12]=2[CH:11]=[C:10]([C:13]2[CH:14]=[N:15][CH:16]=[CH:17][CH:18]=2)[CH:9]=1)=[O:21]. The catalyst class is: 2. (2) Reactant: [Br:1][C:2]1[CH:7]=[CH:6][C:5]([C:8]2[O:12][N:11]=[C:10]([C:13]([O:15]CC)=[O:14])[CH:9]=2)=[CH:4][CH:3]=1.C(O)C.[OH-].[Na+]. The catalyst class is: 7. Product: [Br:1][C:2]1[CH:3]=[CH:4][C:5]([C:8]2[O:12][N:11]=[C:10]([C:13]([OH:15])=[O:14])[CH:9]=2)=[CH:6][CH:7]=1. (3) Reactant: [CH3:1][N:2]([CH3:10])[C:3](=[O:9])[CH2:4][CH2:5][C:6]([OH:8])=O.C[CH2:12][N:13](C(C)C)[CH:14](C)C.ClC(OCC(C)C)=O.CNC1[C:31]([CH3:41])=[N:32][N:33]([C:35]2[CH:36]=[N:37][CH:38]=[CH:39][CH:40]=2)[CH:34]=1. Product: [CH3:12][N:13]([CH3:14])[C:6](=[O:8])[CH2:5][CH2:4][C:3]([N:2]([CH3:10])[C:1]1[C:31]([CH3:41])=[N:32][N:33]([C:35]2[CH:36]=[N:37][CH:38]=[CH:39][CH:40]=2)[CH:34]=1)=[O:9]. The catalyst class is: 2. (4) Reactant: [Br:1]N1C(=O)CCC1=O.[Cl:9][C:10]1[C:16]([CH3:17])=[CH:15][C:13]([NH2:14])=[C:12]([O:18][CH3:19])[CH:11]=1. Product: [Br:1][C:15]1[C:16]([CH3:17])=[C:10]([Cl:9])[CH:11]=[C:12]([O:18][CH3:19])[C:13]=1[NH2:14]. The catalyst class is: 10. (5) The catalyst class is: 18. Product: [Cl:1][C:2]1[CH:3]=[C:4]([NH:10][C:11](=[O:19])[CH2:12][CH:13]([CH3:18])[CH2:14][C:15]([NH:20][C:21]2[CH:22]=[CH:23][C:24]3[N:25]([CH2:34][CH3:35])[C:26]4[C:31]([C:32]=3[CH:33]=2)=[CH:30][CH:29]=[CH:28][CH:27]=4)=[O:17])[CH:5]=[CH:6][C:7]=1[C:8]#[N:9]. Reactant: [Cl:1][C:2]1[CH:3]=[C:4]([NH:10][C:11](=[O:19])[CH2:12][CH:13]([CH3:18])[CH2:14][C:15]([OH:17])=O)[CH:5]=[CH:6][C:7]=1[C:8]#[N:9].[NH2:20][C:21]1[CH:22]=[CH:23][C:24]2[N:25]([CH2:34][CH3:35])[C:26]3[C:31]([C:32]=2[CH:33]=1)=[CH:30][CH:29]=[CH:28][CH:27]=3.CCN(C(C)C)C(C)C.CN(C(ON1N=NC2C=CC=NC1=2)=[N+](C)C)C.F[P-](F)(F)(F)(F)F. (6) Reactant: [N:1]([CH2:4][C:5]1[C:17]([C:18]#[N:19])=[CH:16][C:8]([C:9]([O:11]C(C)(C)C)=[O:10])=[C:7]([O:20][CH2:21][CH3:22])[CH:6]=1)=[N+:2]=[N-:3]. Product: [N:1]([CH2:4][C:5]1[C:17]([C:18]#[N:19])=[CH:16][C:8]([C:9]([OH:11])=[O:10])=[C:7]([O:20][CH2:21][CH3:22])[CH:6]=1)=[N+:2]=[N-:3]. The catalyst class is: 281. (7) Reactant: [OH:1][CH2:2][CH:3]([NH:6][C:7]([C:9]1[CH:14]=[CH:13][C:12]([C:15]2[CH:20]=[CH:19][C:18]([CH2:21][C@H:22]([NH:37][C:38]([C@H:40]3[CH2:45][CH2:44][C@H:43]([CH2:46][NH:47]C(=O)OC(C)(C)C)[CH2:42][CH2:41]3)=[O:39])[C:23](=[O:36])[NH:24][C:25]3[CH:30]=[CH:29][C:28]([C:31]4[N:32]=[N:33][NH:34][N:35]=4)=[CH:27][CH:26]=3)=[CH:17][CH:16]=2)=[C:11]([CH3:55])[CH:10]=1)=[O:8])[CH2:4][OH:5].[ClH:56]. Product: [ClH:56].[NH2:47][CH2:46][C@H:43]1[CH2:42][CH2:41][C@H:40]([C:38]([NH:37][C@H:22]([C:23](=[O:36])[NH:24][C:25]2[CH:30]=[CH:29][C:28]([C:31]3[N:32]=[N:33][NH:34][N:35]=3)=[CH:27][CH:26]=2)[CH2:21][C:18]2[CH:17]=[CH:16][C:15]([C:12]3[CH:13]=[CH:14][C:9]([C:7]([NH:6][CH:3]([CH2:4][OH:5])[CH2:2][OH:1])=[O:8])=[CH:10][C:11]=3[CH3:55])=[CH:20][CH:19]=2)=[O:39])[CH2:45][CH2:44]1. The catalyst class is: 12. (8) Reactant: C([O:4][C:5]([C:7]1[C:12]([CH2:13][N:14](S(C2C=CC=CC=2)(=O)=O)[CH2:15][C:16]([O:18][CH3:19])=[O:17])=[CH:11][CH:10]=[C:9]([CH3:29])[N:8]=1)=O)(C)C.C[O-].[Na+]. Product: [CH3:19][O:18][C:16]([C:15]1[C:5]([OH:4])=[C:7]2[C:12]([CH:11]=[CH:10][C:9]([CH3:29])=[N:8]2)=[CH:13][N:14]=1)=[O:17]. The catalyst class is: 5. (9) Reactant: CC([O-])(C)C.[K+].[NH2:7][OH:8].[ClH:9].Cl[C:11]1[CH:12]=[C:13]([CH:16]=[CH:17][C:18]=1[C:19]1[C:30](=O)[N:29]([CH2:32][CH3:33])[C:22]2[N:23]=[C:24]([S:27][CH3:28])[N:25]=[CH:26][C:21]=2[CH:20]=1)[C:14]#[N:15].[OH2:34]. Product: [Cl:9][C:11]1[CH:12]=[C:13]([C:14](=[NH:15])[NH:7][OH:8])[CH:16]=[CH:17][C:18]=1[C:19]1[C:30](=[O:34])[N:29]([CH2:32][CH3:33])[C:22]2[N:23]=[C:24]([S:27][CH3:28])[N:25]=[CH:26][C:21]=2[CH:20]=1. The catalyst class is: 16. (10) Reactant: Br[C:2]1[C:3]([F:17])=[C:4]([CH:14]=[CH:15][CH:16]=1)[O:5][CH2:6][C:7]12[O:13][CH:10]([CH2:11][CH2:12]1)[CH2:9][CH2:8]2.[B:18]1([B:18]2[O:22][C:21]([CH3:24])([CH3:23])[C:20]([CH3:26])([CH3:25])[O:19]2)[O:22][C:21]([CH3:24])([CH3:23])[C:20]([CH3:26])([CH3:25])[O:19]1.C([O-])(=O)C.[K+]. Product: [F:17][C:3]1[C:2]([B:18]2[O:22][C:21]([CH3:24])([CH3:23])[C:20]([CH3:26])([CH3:25])[O:19]2)=[CH:16][CH:15]=[CH:14][C:4]=1[O:5][CH2:6][C:7]12[O:13][CH:10]([CH2:11][CH2:12]1)[CH2:9][CH2:8]2. The catalyst class is: 39.